Dataset: Full USPTO retrosynthesis dataset with 1.9M reactions from patents (1976-2016). Task: Predict the reactants needed to synthesize the given product. (1) Given the product [NH2:11][C:3]1[C:2]([C:12]#[N:13])=[C:7]2[N:8]=[CH:9][S:10][C:6]2=[CH:5][CH:4]=1, predict the reactants needed to synthesize it. The reactants are: Br[C:2]1[C:7]2[N:8]=[CH:9][S:10][C:6]=2[CH:5]=[CH:4][C:3]=1[NH2:11].[C:12]([Cu])#[N:13]. (2) Given the product [CH3:9][O:8][C:5]1[CH:6]=[CH:7][C:2]([C:15]2[CH:14]=[N:13][CH:18]=[CH:17][CH:16]=2)=[CH:3][C:4]=1[N+:10]([O-:12])=[O:11], predict the reactants needed to synthesize it. The reactants are: Br[C:2]1[CH:7]=[CH:6][C:5]([O:8][CH3:9])=[C:4]([N+:10]([O-:12])=[O:11])[CH:3]=1.[N:13]1[CH:18]=[CH:17][CH:16]=[C:15](B(O)O)[CH:14]=1.C([O-])([O-])=O.[Na+].[Na+].